This data is from Full USPTO retrosynthesis dataset with 1.9M reactions from patents (1976-2016). The task is: Predict the reactants needed to synthesize the given product. Given the product [OH:34][C:31]([CH3:33])([CH3:32])[CH2:30][S:1][C:2]1[N:3]([C:13]2[CH:14]=[CH:15][C:16]([O:19][CH2:20][C:21]([F:24])([F:23])[F:22])=[CH:17][CH:18]=2)[C:4](=[O:12])[C:5]2[CH2:10][C:9](=[O:11])[NH:8][C:6]=2[N:7]=1, predict the reactants needed to synthesize it. The reactants are: [S:1]=[C:2]1[NH:7][C:6]2[NH:8][C:9](=[O:11])[CH2:10][C:5]=2[C:4](=[O:12])[N:3]1[C:13]1[CH:18]=[CH:17][C:16]([O:19][CH2:20][C:21]([F:24])([F:23])[F:22])=[CH:15][CH:14]=1.C(=O)([O-])O.[Na+].[CH3:30][C:31]1([O:34][CH2:33]1)[CH3:32].Cl.